This data is from Peptide-MHC class II binding affinity with 134,281 pairs from IEDB. The task is: Regression. Given a peptide amino acid sequence and an MHC pseudo amino acid sequence, predict their binding affinity value. This is MHC class II binding data. (1) The peptide sequence is SRKECPFSNRVWNSF. The MHC is DRB4_0103 with pseudo-sequence DRB4_0103. The binding affinity (normalized) is 0.401. (2) The peptide sequence is AVDGRFAVPQILGDE. The MHC is DRB4_0101 with pseudo-sequence DRB4_0103. The binding affinity (normalized) is 0.356.